This data is from Reaction yield outcomes from USPTO patents with 853,638 reactions. The task is: Predict the reaction yield, written as a fraction of the theoretical maximum amount of product (1.0 means a 100% yield; for example, 0.34 means a 34% yield). (1) The yield is 0.890. The product is [ClH:52].[CH3:1][O:2][C:3]1[CH:4]=[C:5]2[C:10](=[CH:11][C:12]=1[O:13][CH3:14])[CH2:9][N:8]([CH2:15][CH2:16][C:17]1[CH:22]=[CH:21][C:20]([N:23]3[N:27]=[N:26][C:25]([C:28]4[CH:33]=[C:32]([O:34][CH3:35])[C:31]([O:36][CH3:37])=[CH:30][C:29]=4[NH:38][C:39]([C:41]4[O:42][C:43]5[C:48]([C:49](=[O:51])[CH:50]=4)=[CH:47][CH:46]=[CH:45][CH:44]=5)=[O:40])=[N:24]3)=[CH:19][CH:18]=1)[CH2:7][CH2:6]2. No catalyst specified. The reactants are [CH3:1][O:2][C:3]1[CH:4]=[C:5]2[C:10](=[CH:11][C:12]=1[O:13][CH3:14])[CH2:9][N:8]([CH2:15][CH2:16][C:17]1[CH:22]=[CH:21][C:20]([N:23]3[N:27]=[N:26][C:25]([C:28]4[CH:33]=[C:32]([O:34][CH3:35])[C:31]([O:36][CH3:37])=[CH:30][C:29]=4[NH:38][C:39]([C:41]4[O:42][C:43]5[C:48]([C:49](=[O:51])[CH:50]=4)=[CH:47][CH:46]=[CH:45][CH:44]=5)=[O:40])=[N:24]3)=[CH:19][CH:18]=1)[CH2:7][CH2:6]2.[ClH:52]. (2) The reactants are [CH2:1]([CH:5]([C:11]([O:13][CH2:14][CH3:15])=[O:12])[C:6]([O:8][CH2:9][CH3:10])=[O:7])[CH:2]([CH3:4])[CH3:3].[H-].[Na+].Cl[C:19]1[CH:20]=[CH:21][C:22]([N+:29]([O-:31])=[O:30])=[C:23]([C:25]([F:28])([F:27])[F:26])[CH:24]=1. The catalyst is CN(C=O)C. The product is [CH2:1]([C:5]([C:19]1[CH:20]=[CH:21][C:22]([N+:29]([O-:31])=[O:30])=[C:23]([C:25]([F:26])([F:28])[F:27])[CH:24]=1)([C:11]([O:13][CH2:14][CH3:15])=[O:12])[C:6]([O:8][CH2:9][CH3:10])=[O:7])[CH:2]([CH3:4])[CH3:3]. The yield is 0.870. (3) The reactants are Cl[C:2]1[N:7]=[CH:6][N:5]=[C:4]([NH:8][C:9]2[CH:14]=[CH:13][CH:12]=[C:11]([NH2:15])[N:10]=2)[CH:3]=1.[CH3:16][O:17][C:18]1[CH:23]=[CH:22][C:21]([OH:24])=[CH:20][CH:19]=1.C([O-])([O-])=O.[K+].[K+]. The catalyst is CN(C=O)C.CCOC(C)=O. The product is [O:17]([C:18]1[CH:23]=[CH:22][C:21]([O:24][C:2]2[N:7]=[CH:6][N:5]=[C:4]([NH:8][C:9]3[CH:14]=[CH:13][CH:12]=[C:11]([NH2:15])[N:10]=3)[CH:3]=2)=[CH:20][CH:19]=1)[CH3:16]. The yield is 0.592. (4) The reactants are OCC=C(CCC=C(CCC=C(C)C)C)C.N1C=CN=C1.CN(C)C=O.[Si:27]([Cl:44])([C:40]([CH3:43])([CH3:42])[CH3:41])(C1C=CC=CC=1)[C:28]1[CH:33]=[CH:32][CH:31]=[CH:30][CH:29]=1. The catalyst is ClCCl. The product is [C:40]([SiH:27]([C:28]1[CH:33]=[CH:32][CH:31]=[CH:30][CH:29]=1)[Cl:44])([CH3:43])([CH3:41])[CH3:42]. The yield is 0.990.